Task: Predict the product of the given reaction.. Dataset: Forward reaction prediction with 1.9M reactions from USPTO patents (1976-2016) (1) The product is: [Cl:14][C:12]1[CH:11]=[CH:10][C:9]([CH3:15])=[C:8]([C:6]2[N:5]=[C:4]([CH3:16])[N:3]=[C:2]([NH:22][C:21]3[CH:23]=[CH:24][C:18]([Cl:17])=[CH:19][CH:20]=3)[CH:7]=2)[CH:13]=1. Given the reactants Cl[C:2]1[CH:7]=[C:6]([C:8]2[CH:13]=[C:12]([Cl:14])[CH:11]=[CH:10][C:9]=2[CH3:15])[N:5]=[C:4]([CH3:16])[N:3]=1.[Cl:17][C:18]1[CH:24]=[CH:23][C:21]([NH2:22])=[CH:20][CH:19]=1, predict the reaction product. (2) Given the reactants [F:1][C:2]([F:16])([F:15])[C:3]1[CH:4]=[C:5]([CH:8]=[C:9]([C:11]([F:14])([F:13])[F:12])[CH:10]=1)[CH2:6][NH2:7].[CH:17]1([CH2:23][N:24]2[CH2:29][CH2:28][N:27]([C:30]3[C:39]([CH:40]=O)=[CH:38][C:37]4[C:32](=[CH:33][CH:34]=[CH:35][CH:36]=4)[N:31]=3)[CH2:26][CH2:25]2)[CH2:22][CH2:21][CH2:20][CH2:19][CH2:18]1.C(O)(=O)C.C([BH3-])#N.[Na+], predict the reaction product. The product is: [F:1][C:2]([F:15])([F:16])[C:3]1[CH:4]=[C:5]([CH:8]=[C:9]([C:11]([F:14])([F:12])[F:13])[CH:10]=1)[CH2:6][NH:7][CH2:40][C:39]1[C:30]([N:27]2[CH2:26][CH2:25][N:24]([CH2:23][CH:17]3[CH2:22][CH2:21][CH2:20][CH2:19][CH2:18]3)[CH2:29][CH2:28]2)=[N:31][C:32]2[C:37]([CH:38]=1)=[CH:36][CH:35]=[CH:34][CH:33]=2. (3) Given the reactants [F:1][C:2]1[CH:7]=[C:6](I)[CH:5]=[CH:4][C:3]=1[NH2:9].[Na].[NH:11]1[CH:16]=[CH:15][N:14]=[CH:13][C:12]1=[O:17].C(=O)([O-])[O-].[K+].[K+].OC1C=CC=C2C=1N=CC=C2, predict the reaction product. The product is: [NH2:9][C:3]1[CH:4]=[CH:5][C:6]([N:11]2[CH:16]=[CH:15][N:14]=[CH:13][C:12]2=[O:17])=[CH:7][C:2]=1[F:1]. (4) Given the reactants [NH2:1][C:2]1[N:6]([CH:7]2[CH2:12][CH2:11][CH2:10][NH:9][CH2:8]2)[N:5]=[C:4]([C:13]2[CH:18]=[CH:17][C:16]([CH2:19][C:20]3[CH:25]=[CH:24][CH:23]=[CH:22][CH:21]=3)=[CH:15][CH:14]=2)[C:3]=1[C:26]([NH2:28])=[O:27].C([O-])([O-])=O.[Cs+].[Cs+].[N:35]#[C:36]Br, predict the reaction product. The product is: [NH2:1][C:2]1[N:6]([CH:7]2[CH2:12][CH2:11][CH2:10][N:9]([C:36]#[N:35])[CH2:8]2)[N:5]=[C:4]([C:13]2[CH:14]=[CH:15][C:16]([CH2:19][C:20]3[CH:21]=[CH:22][CH:23]=[CH:24][CH:25]=3)=[CH:17][CH:18]=2)[C:3]=1[C:26]([NH2:28])=[O:27]. (5) Given the reactants [CH2:1]([O:3][C:4]1[NH:8][C:7]2[CH:9]=[C:10]([C:14]3[C:15]([CH3:20])=[N:16][O:17][C:18]=3[CH3:19])[CH:11]=[C:12](I)[C:6]=2[N:5]=1)[CH3:2].[CH3:21][N:22]1[C:26](B2OC(C)(C)C(C)(C)O2)=[C:25]([C:36]2[CH:41]=[CH:40][CH:39]=[CH:38][CH:37]=2)[CH:24]=[N:23]1.COCCOC, predict the reaction product. The product is: [CH2:1]([O:3][C:4]1[NH:8][C:7]2[CH:9]=[C:10]([C:14]3[C:15]([CH3:20])=[N:16][O:17][C:18]=3[CH3:19])[CH:11]=[C:12]([C:26]3[N:22]([CH3:21])[N:23]=[CH:24][C:25]=3[C:36]3[CH:37]=[CH:38][CH:39]=[CH:40][CH:41]=3)[C:6]=2[N:5]=1)[CH3:2]. (6) The product is: [Br:26][CH:13]([C:10]1[S:11][CH:12]=[C:8]([C:5]2[CH:4]=[CH:3][C:2]([Cl:1])=[CH:7][CH:6]=2)[N:9]=1)[C:14]([N:16]([CH3:17])[CH3:18])=[O:15]. Given the reactants [Cl:1][C:2]1[CH:7]=[CH:6][C:5]([C:8]2[N:9]=[C:10]([CH2:13][C:14]([N:16]([CH3:18])[CH3:17])=[O:15])[S:11][CH:12]=2)=[CH:4][CH:3]=1.C1C(=O)N([Br:26])C(=O)C1.CC(N=NC(C#N)(C)C)(C#N)C, predict the reaction product. (7) Given the reactants [CH:1]1([N:7]2[C:10]([CH3:12])([CH3:11])[C:9](=[O:13])[N:8]2[CH:14]2[CH:21]3[CH2:22][CH:17]4[CH2:18][CH:19]([CH2:23][CH:15]2[CH2:16]4)[CH2:20]3)[CH2:6][CH2:5][CH2:4][CH:3]=[CH:2]1, predict the reaction product. The product is: [CH:1]1([N:7]2[C:10]([CH3:11])([CH3:12])[C:9](=[O:13])[N:8]2[CH:14]2[CH:21]3[CH2:20][CH:19]4[CH2:18][CH:17]([CH2:16][CH:15]2[CH2:23]4)[CH2:22]3)[CH2:2][CH2:3][CH2:4][CH2:5][CH2:6]1. (8) Given the reactants [CH3:1][O:2][C:3]1[CH:12]=[C:11]2[C:6]([C:7]([CH3:23])=[CH:8][C:9](=[O:22])[N:10]2[CH2:13][CH2:14][CH:15]2[CH2:20][CH2:19][C:18](=O)[CH2:17][CH2:16]2)=[CH:5][CH:4]=1.[CH3:24][O:25][C:26]1[CH:27]=[C:28]([CH:31]=[C:32]([O:34][CH3:35])[CH:33]=1)CN.[C:36]([BH3-])#[N:37].[Na+].C(=O)([O-])O.[Na+], predict the reaction product. The product is: [CH3:35][O:34][C:32]1[CH:33]=[C:26]([O:25][CH3:24])[CH:27]=[CH:28][C:31]=1[CH2:36][NH:37][CH:18]1[CH2:19][CH2:20][CH:15]([CH2:14][CH2:13][N:10]2[C:11]3[C:6](=[CH:5][CH:4]=[C:3]([O:2][CH3:1])[CH:12]=3)[C:7]([CH3:23])=[CH:8][C:9]2=[O:22])[CH2:16][CH2:17]1. (9) Given the reactants [NH2:1][C:2]1[N:3]=[N:4][C:5]([Cl:12])=[CH:6][C:7]=1[C:8]([NH:10][CH3:11])=[O:9].Br[CH:14]([CH3:21])[C:15](=O)[C:16]([F:19])([F:18])[F:17], predict the reaction product. The product is: [Cl:12][C:5]1[CH:6]=[C:7]([C:8]([NH:10][CH3:11])=[O:9])[C:2]2[N:3]([C:14]([CH3:21])=[C:15]([C:16]([F:19])([F:18])[F:17])[N:1]=2)[N:4]=1. (10) The product is: [CH2:1]([C@H:3]1[CH2:8][CH2:7][C@H:6]([NH:9][C:10]([C@@H:12]2[CH2:14][C@H:13]2[CH2:15][N:33]2[CH2:32][CH2:31][N:30]([C:25]3[CH:26]=[CH:27][C:28]([Cl:29])=[C:23]([Cl:22])[CH:24]=3)[CH2:35][CH2:34]2)=[O:11])[CH2:5][CH2:4]1)[CH3:2]. Given the reactants [CH2:1]([C@H:3]1[CH2:8][CH2:7][C@H:6]([NH:9][C:10]([C@@H:12]2[CH2:14][C@H:13]2[CH2:15]OS(C)(=O)=O)=[O:11])[CH2:5][CH2:4]1)[CH3:2].Cl.[Cl:22][C:23]1[CH:24]=[C:25]([N:30]2[CH2:35][CH2:34][NH:33][CH2:32][CH2:31]2)[CH:26]=[CH:27][C:28]=1[Cl:29].Cl.ClC1C=C(N2CCNCC2)C=CC=1, predict the reaction product.